Dataset: Catalyst prediction with 721,799 reactions and 888 catalyst types from USPTO. Task: Predict which catalyst facilitates the given reaction. Reactant: [CH:1]12[CH2:7][CH2:6][CH:5]1[C:4](=[O:8])[O:3][C:2]2=[O:9].C([Mg]Br)[C:11]1[CH:16]=[CH:15][C:14]([O:17][CH3:18])=[CH:13][CH:12]=1. Product: [CH3:18][O:17][C:14]1[CH:15]=[CH:16][C:11]([C:4]([CH:5]2[CH2:6][CH2:7][CH:1]2[C:2]([OH:3])=[O:9])=[O:8])=[CH:12][CH:13]=1. The catalyst class is: 1.